Dataset: Catalyst prediction with 721,799 reactions and 888 catalyst types from USPTO. Task: Predict which catalyst facilitates the given reaction. (1) Reactant: Cl[C:2]1[C:7]2[N:8]=[C:9]([CH2:15][O:16][CH2:17][CH3:18])[N:10]([CH2:11][CH:12]([CH3:14])[CH3:13])[C:6]=2[C:5]([CH3:19])=[C:4]([CH3:20])[N:3]=1.[CH3:21][O:22][C:23]1[CH:30]=[CH:29][C:26]([CH2:27][NH2:28])=[CH:25][CH:24]=1.Cl.N1C=CC=CC=1.O. Product: [CH2:17]([O:16][CH2:15][C:9]1[N:10]([CH2:11][CH:12]([CH3:14])[CH3:13])[C:6]2[C:5]([CH3:19])=[C:4]([CH3:20])[N:3]=[C:2]([NH:28][CH2:27][C:26]3[CH:29]=[CH:30][C:23]([O:22][CH3:21])=[CH:24][CH:25]=3)[C:7]=2[N:8]=1)[CH3:18]. The catalyst class is: 836. (2) Reactant: N#N.[CH3:3][O:4][C:5]([C:7]1[CH:11]=[C:10](Br)[O:9][C:8]=1[CH3:13])=[O:6].[N+:14]([C:17]1[CH:18]=[C:19]([NH2:32])[CH:20]=[CH:21][C:22]=1B1OC(C)(C)C(C)(C)O1)([O-:16])=[O:15].C(=O)(O)[O-].[Na+]. Product: [CH3:3][O:4][C:5]([C:7]1[CH:11]=[C:10]([C:22]2[CH:21]=[CH:20][C:19]([NH2:32])=[CH:18][C:17]=2[N+:14]([O-:16])=[O:15])[O:9][C:8]=1[CH3:13])=[O:6]. The catalyst class is: 104. (3) Reactant: [CH3:1][C@@:2]12[C:10](=[O:11])[CH2:9][CH2:8][C@H:7]1[C@@H:6]1[C:12]([CH:14]=[C:15]3[CH2:20][C@@H:19](O)[CH2:18][CH2:17][C@:16]3([CH3:22])[C@H:5]1[CH2:4][CH2:3]2)=[O:13].[CH2:23]([O:26][C:27](Cl)=[O:28])[CH:24]=[CH2:25]. Product: [C:27]([C@H:19]1[CH2:18][CH2:17][C@@:16]2([CH3:22])[C:15](=[CH:14][C:12](=[O:13])[C@@H:6]3[C@@H:5]2[CH2:4][CH2:3][C@@:2]2([CH3:1])[C@H:7]3[CH2:8][CH2:9][C:10]2=[O:11])[CH2:20]1)([O:26][CH2:23][CH:24]=[CH2:25])=[O:28]. The catalyst class is: 860. (4) Reactant: [CH3:1][O:2][C:3](=[O:22])[CH2:4][C:5]([NH:7][C:8]([NH:10][C:11]1[CH:16]=[CH:15][CH:14]=[C:13]([C:17]([F:20])([F:19])[F:18])[C:12]=1[F:21])=[S:9])=[O:6].[CH3:23]C([O-])(C)C.[Na+].IC.[NH4+].[Cl-]. Product: [CH3:1][O:2][C:3](=[O:22])[CH2:4][C:5](/[N:7]=[C:8](/[NH:10][C:11]1[CH:16]=[CH:15][CH:14]=[C:13]([C:17]([F:18])([F:20])[F:19])[C:12]=1[F:21])\[S:9][CH3:23])=[O:6]. The catalyst class is: 49. (5) Reactant: O.[NH2:2][NH2:3].C([C:6]1[C:7]2[C:21]3[C:16](=[CH:17][CH:18]=[CH:19][CH:20]=3)[CH:15]=[CH:14][C:8]=2[O:9][C:10]=1[C:11](O)=[O:12])C. Product: [CH:6]1[C:7]2[C:21]3[C:16](=[CH:17][CH:18]=[CH:19][CH:20]=3)[CH:15]=[CH:14][C:8]=2[O:9][C:10]=1[C:11]([NH:2][NH2:3])=[O:12]. The catalyst class is: 8.